Dataset: Forward reaction prediction with 1.9M reactions from USPTO patents (1976-2016). Task: Predict the product of the given reaction. (1) Given the reactants O=C1C2C(=CC=CC=2)C(=O)[N:3]1[CH2:12][CH2:13][C:14]1[CH:19]=[CH:18][C:17]([CH2:20][CH2:21][C:22]2[N:23]=[C:24]([NH:27][C:28](=[O:30])[CH3:29])[S:25][CH:26]=2)=[CH:16][CH:15]=1.O.NN, predict the reaction product. The product is: [NH2:3][CH2:12][CH2:13][C:14]1[CH:19]=[CH:18][C:17]([CH2:20][CH2:21][C:22]2[N:23]=[C:24]([NH:27][C:28](=[O:30])[CH3:29])[S:25][CH:26]=2)=[CH:16][CH:15]=1. (2) Given the reactants [CH2:1]([O:3][C:4]1[N:9]=[C:8]([N:10]2[CH2:15][CH2:14][N:13]([C:16]([O:18][C:19]([CH3:22])([CH3:21])[CH3:20])=[O:17])[CH2:12][CH2:11]2)[CH:7]=[CH:6][C:5]=1[N+:23]([O-])=O)[CH3:2].COCCOC1N=C(N2CCN(C(=O)C)CC2)C=CC=1[N+]([O-])=O, predict the reaction product. The product is: [NH2:23][C:5]1[CH:6]=[CH:7][C:8]([N:10]2[CH2:15][CH2:14][N:13]([C:16]([O:18][C:19]([CH3:20])([CH3:22])[CH3:21])=[O:17])[CH2:12][CH2:11]2)=[N:9][C:4]=1[O:3][CH2:1][CH3:2]. (3) Given the reactants Br[CH2:2][C:3]([O:5][C:6]([CH3:9])([CH3:8])[CH3:7])=[O:4].[OH:10][C:11]1[CH:12]=[C:13]([CH:18]=[CH:19][CH:20]=1)[C:14]([O:16][CH3:17])=[O:15].C(=O)([O-])[O-].[K+].[K+], predict the reaction product. The product is: [CH3:17][O:16][C:14]([C:13]1[CH:12]=[C:11]([CH:20]=[CH:19][CH:18]=1)[O:10][CH2:2][C:3]([O:5][C:6]([CH3:9])([CH3:8])[CH3:7])=[O:4])=[O:15]. (4) Given the reactants B1(C)OC(C2C=CC=CC=2)(C2C=CC=CC=2)[C@@H]2N1CCC2.[CH3:22][O:23][C:24]1([O:31][CH3:32])[CH2:29][CH2:28][O:27][CH2:26][C:25]1=[O:30], predict the reaction product. The product is: [CH3:22][O:23][C:24]1([O:31][CH3:32])[CH2:29][CH2:28][O:27][CH2:26][C@@H:25]1[OH:30].